Dataset: CYP2D6 substrate classification data from Carbon-Mangels et al.. Task: Regression/Classification. Given a drug SMILES string, predict its absorption, distribution, metabolism, or excretion properties. Task type varies by dataset: regression for continuous measurements (e.g., permeability, clearance, half-life) or binary classification for categorical outcomes (e.g., BBB penetration, CYP inhibition). Dataset: cyp2d6_substrate_carbonmangels. The compound is C[C@]12C[C@H](O)[C@H]3[C@@H](CCC4=CC(=O)C=C[C@@]43C)[C@@H]1CC[C@]2(O)C(=O)CO. The result is 0 (non-substrate).